This data is from Catalyst prediction with 721,799 reactions and 888 catalyst types from USPTO. The task is: Predict which catalyst facilitates the given reaction. (1) Reactant: C([Li])CCC.[CH3:6][O:7][CH2:8][N:9]1[CH:13]=[CH:12][N:11]=[C:10]1[C:14]1[CH:19]=[CH:18][CH:17]=[CH:16][N:15]=1.[CH3:20][C:21]1[N:26]=[C:25]([C:27]([C:29]2[CH:34]=[CH:33][CH:32]=[C:31]([CH3:35])[N:30]=2)=[O:28])[CH:24]=[CH:23][CH:22]=1.O. Product: [CH3:20][C:21]1[N:26]=[C:25]([C:27]([C:29]2[CH:34]=[CH:33][CH:32]=[C:31]([CH3:35])[N:30]=2)([C:12]2[NH:11][CH:10]([C:14]3[CH:19]=[CH:18][CH:17]=[CH:16][N:15]=3)[N:9]([CH2:8][O:7][CH3:6])[CH:13]=2)[OH:28])[CH:24]=[CH:23][CH:22]=1. The catalyst class is: 559. (2) Reactant: C(OC(=O)[NH:7][C@H:8]([C:10]1[N:19]([C:20]2[CH:25]=[CH:24][CH:23]=[CH:22][CH:21]=2)[C:18](=[O:26])[C:17]2[C:12](=[CH:13][CH:14]=[CH:15][C:16]=2[O:27]C)[N:11]=1)[CH3:9])(C)(C)C.B(Br)(Br)Br.CO. Product: [NH2:7][C@H:8]([C:10]1[N:19]([C:20]2[CH:21]=[CH:22][CH:23]=[CH:24][CH:25]=2)[C:18](=[O:26])[C:17]2[C:12](=[CH:13][CH:14]=[CH:15][C:16]=2[OH:27])[N:11]=1)[CH3:9]. The catalyst class is: 2. (3) Reactant: C([O:3][C:4]([C:6]1[C:15](=[O:16])[C:14]2[C:9](=[CH:10][C:11]([F:26])=[C:12]([CH2:17][C:18]3[CH:23]=[CH:22][CH:21]=[C:20]([Cl:24])[C:19]=3[F:25])[CH:13]=2)[N:8]([C@H:27]([CH2:31][O:32][Si](C(C)(C)C)(C)C)[CH:28]([CH3:30])[CH3:29])[CH:7]=1)=[O:5])C.[OH-].[Na+]. Product: [Cl:24][C:20]1[C:19]([F:25])=[C:18]([CH:23]=[CH:22][CH:21]=1)[CH2:17][C:12]1[CH:13]=[C:14]2[C:9](=[CH:10][C:11]=1[F:26])[N:8]([C@H:27]([CH2:31][OH:32])[CH:28]([CH3:30])[CH3:29])[CH:7]=[C:6]([C:4]([OH:5])=[O:3])[C:15]2=[O:16]. The catalyst class is: 32. (4) Reactant: [O:1]=[C:2]1[CH2:7][CH2:6][CH:5]([N:8]2[C:13](=[O:14])[C:12]([CH2:15][C:16]3[CH:21]=[CH:20][C:19]([C:22]4[CH:27]=[CH:26][CH:25]=[CH:24][C:23]=4[C:28]4[NH:32][C:31](=[O:33])[O:30][N:29]=4)=[CH:18][CH:17]=3)=[C:11]([CH2:34][CH2:35][CH3:36])[N:10]3[N:37]=[CH:38][N:39]=[C:9]23)[CH2:4][CH2:3]1.[O:40]1[CH2:44][CH:43](O)[CH:42]([OH:46])[CH2:41]1.CC1C=CC(S(O)(=O)=O)=CC=1.C(=O)([O-])O.[Na+]. Product: [O:33]=[C:31]1[O:30][N:29]=[C:28]([C:23]2[CH:24]=[CH:25][CH:26]=[CH:27][C:22]=2[C:19]2[CH:18]=[CH:17][C:16]([CH2:15][C:12]3[C:13](=[O:14])[N:8]([CH:5]4[CH2:6][CH2:7][C:2]5([O:46][CH:42]6[CH2:41][O:40][CH2:44][CH:43]6[O:1]5)[CH2:3][CH2:4]4)[C:9]4[N:10]([N:37]=[CH:38][N:39]=4)[C:11]=3[CH2:34][CH2:35][CH3:36])=[CH:21][CH:20]=2)[NH:32]1. The catalyst class is: 11. (5) Reactant: C(O[CH:4](OCC)[CH2:5][O:6][C:7]1[CH:12]=[CH:11][C:10]([C:13]2([C:16]([OH:18])=[O:17])[CH:15]=[CH:14]2)=[CH:9][CH:8]=1)C. Product: [O:6]1[C:7]2[CH:12]=[CH:11][C:10]([C:13]3([C:16]([OH:18])=[O:17])[CH2:15][CH2:14]3)=[CH:9][C:8]=2[CH:4]=[CH:5]1. The catalyst class is: 113. (6) Product: [C:1]([O:5][C:6]([N:8]1[CH2:12][CH2:11][C@H:10]([O:13][S:22]([CH3:21])(=[O:24])=[O:23])[CH2:9]1)=[O:7])([CH3:4])([CH3:2])[CH3:3]. Reactant: [C:1]([O:5][C:6]([N:8]1[CH2:12][CH2:11][C@H:10]([OH:13])[CH2:9]1)=[O:7])([CH3:4])([CH3:3])[CH3:2].C(N(CC)CC)C.[CH3:21][S:22](Cl)(=[O:24])=[O:23]. The catalyst class is: 172. (7) Reactant: [F:1][C:2]1[N:7]=[CH:6][C:5]([NH:8][C:9]([C@@H:11]2[CH2:15][C@H:14]([O:16][CH3:17])[CH2:13][N:12]2C(OCC2C=CC=CC=2)=O)=[O:10])=[CH:4][CH:3]=1.[H][H]. Product: [F:1][C:2]1[N:7]=[CH:6][C:5]([NH:8][C:9]([C@@H:11]2[CH2:15][C@H:14]([O:16][CH3:17])[CH2:13][NH:12]2)=[O:10])=[CH:4][CH:3]=1. The catalyst class is: 43.